From a dataset of Catalyst prediction with 721,799 reactions and 888 catalyst types from USPTO. Predict which catalyst facilitates the given reaction. (1) Reactant: Cl.[C:2]1([CH3:10])[CH:7]=[CH:6][C:5]([NH:8]N)=[CH:4][CH:3]=1.Br[CH2:12][CH2:13][NH:14][C:15](=[O:22])[O:16][CH2:17][C:18]([Cl:21])([Cl:20])[Cl:19].C(N(CC)CC)C.Cl.[CH3:31][N:32]1[CH2:37][CH2:36][C:35](=O)[CH2:34][CH2:33]1.C(O)(C(F)(F)F)=O. Product: [CH3:31][N:32]1[CH2:37][CH2:36][C:35]2[N:8]([CH2:12][CH2:13][NH:14][C:15](=[O:22])[O:16][CH2:17][C:18]([Cl:21])([Cl:20])[Cl:19])[C:5]3[CH:4]=[CH:3][C:2]([CH3:10])=[CH:7][C:6]=3[C:34]=2[CH2:33]1. The catalyst class is: 502. (2) Reactant: [NH2:1][C:2](=[N:27][OH:28])[C:3](=[N:10][O:11][CH2:12][C:13]1[N:18]=[C:17]([NH:19][C:20](=[O:26])[O:21][C:22]([CH3:25])([CH3:24])[CH3:23])[CH:16]=[CH:15][CH:14]=1)[C:4]1[CH:5]=[N:6][CH:7]=[CH:8][CH:9]=1.[C:29](N1C=CN=C1)(N1C=CN=C1)=[O:30]. Product: [O:30]=[C:29]1[O:28][N:27]=[C:2]([C:3](=[N:10][O:11][CH2:12][C:13]2[N:18]=[C:17]([NH:19][C:20](=[O:26])[O:21][C:22]([CH3:24])([CH3:25])[CH3:23])[CH:16]=[CH:15][CH:14]=2)[C:4]2[CH:5]=[N:6][CH:7]=[CH:8][CH:9]=2)[NH:1]1. The catalyst class is: 10. (3) Reactant: [I:1][C:2]1[CH:3]=[C:4]([OH:8])[CH:5]=[CH:6][CH:7]=1.[I:9][C:10]1[CH:15]=[CH:14][CH:13]=[C:12](I)[CH:11]=1.P([O-])([O-])([O-])=O.[K+].[K+].[K+].N1C=CC=CC=1C(O)=O. Product: [O:8]([C:12]1[CH:11]=[C:10]([I:9])[CH:15]=[CH:14][CH:13]=1)[C:4]1[CH:3]=[C:2]([I:1])[CH:7]=[CH:6][CH:5]=1. The catalyst class is: 156. (4) Reactant: [CH:1]1([N:7]([C:19]([C:21]2[C:30]([NH:31][C:32]([NH:34][C:35]3[C:40]([CH3:41])=[CH:39][CH:38]=[CH:37][C:36]=3[CH3:42])=[O:33])=[CH:29][C:28]3[C:23](=[CH:24][CH:25]=[CH:26][CH:27]=3)[CH:22]=2)=[O:20])[CH2:8][C:9]([O:11]CC2C=CC=CC=2)=[O:10])[CH2:6][CH2:5][CH2:4][CH2:3][CH2:2]1. Product: [CH:1]1([N:7]([C:19]([C:21]2[C:30]([NH:31][C:32]([NH:34][C:35]3[C:40]([CH3:41])=[CH:39][CH:38]=[CH:37][C:36]=3[CH3:42])=[O:33])=[CH:29][C:28]3[C:23](=[CH:24][CH:25]=[CH:26][CH:27]=3)[CH:22]=2)=[O:20])[CH2:8][C:9]([OH:11])=[O:10])[CH2:2][CH2:3][CH2:4][CH2:5][CH2:6]1. The catalyst class is: 50. (5) Reactant: Br[CH2:2][C:3]([C:5]1[CH:10]=[CH:9][CH:8]=[CH:7][CH:6]=1)=O.[N:11]1([C:16]2[CH:17]=[C:18]([NH:22][C:23]([NH2:25])=[S:24])[CH:19]=[CH:20][CH:21]=2)[CH:15]=[CH:14][N:13]=[CH:12]1.C(OCC)(=O)C.C(=O)([O-])[O-].[K+].[K+]. Product: [C:5]1([C:3]2[N:25]=[C:23]([NH:22][C:18]3[CH:19]=[CH:20][CH:21]=[C:16]([N:11]4[CH:15]=[CH:14][N:13]=[CH:12]4)[CH:17]=3)[S:24][CH:2]=2)[CH:10]=[CH:9][CH:8]=[CH:7][CH:6]=1. The catalyst class is: 8. (6) Reactant: [Cl:1][C:2]1[N:3]=[CH:4][NH:5][C:6]=1[Cl:7].[OH-].[K+].[Br:10][CH2:11][C:12]1[CH:22]=[CH:21][C:15]([O:16][CH2:17][C:18]([OH:20])=[O:19])=[CH:14][CH:13]=1.Br[CH2:24][C:25]1[C:34]2[C:29](=[CH:30][CH:31]=[CH:32][CH:33]=2)[CH:28]=[CH:27][CH:26]=1.Br. Product: [Br-:10].[C:18]([CH2:17][O:16][C:15]1[CH:21]=[CH:22][C:12]([CH2:11][N:3]2[C:2]([Cl:1])=[C:6]([Cl:7])[N+:5]([CH2:24][C:25]3[C:34]4[C:29](=[CH:30][CH:31]=[CH:32][CH:33]=4)[CH:28]=[CH:27][CH:26]=3)=[CH:4]2)=[CH:13][CH:14]=1)([OH:20])=[O:19]. The catalyst class is: 10.